The task is: Predict the product of the given reaction.. This data is from Forward reaction prediction with 1.9M reactions from USPTO patents (1976-2016). Given the reactants [F:1][C:2]1[C:14]([F:15])=[CH:13][C:12]([CH2:16][C:17]([CH3:19])=[CH2:18])=[C:11]([OH:20])[C:3]=1[C:4]([O:6]CC(C)=C)=[O:5], predict the reaction product. The product is: [F:15][C:14]1[C:2]([F:1])=[C:3]([C:4]([OH:6])=[O:5])[C:11]2[O:20][C:17]([CH3:19])([CH3:18])[CH2:16][C:12]=2[CH:13]=1.